Dataset: Forward reaction prediction with 1.9M reactions from USPTO patents (1976-2016). Task: Predict the product of the given reaction. (1) Given the reactants [F:1][CH:2]([F:11])[O:3][C:4]1[C:5](Br)=[N:6][CH:7]=[CH:8][CH:9]=1.[CH:12]1(B(O)O)[CH2:14][CH2:13]1, predict the reaction product. The product is: [F:1][CH:2]([F:11])[O:3][C:4]1[C:5]([CH:12]2[CH2:14][CH2:13]2)=[N:6][CH:7]=[CH:8][CH:9]=1. (2) The product is: [CH3:31][N:12]1[CH2:11][CH2:10][N:9]([C:13]([C:15]2[CH:20]=[CH:19][C:18]([C:21]3[CH:26]=[CH:25][CH:24]=[CH:23][C:22]=3[C:27]([F:29])([F:30])[F:28])=[CH:17][CH:16]=2)=[O:14])[CH2:8][CH:7]1[C:1]1[CH:2]=[CH:3][CH:4]=[CH:5][CH:6]=1. Given the reactants [C:1]1([CH:7]2[NH:12][CH2:11][CH2:10][N:9]([C:13]([C:15]3[CH:20]=[CH:19][C:18]([C:21]4[CH:26]=[CH:25][CH:24]=[CH:23][C:22]=4[C:27]([F:30])([F:29])[F:28])=[CH:17][CH:16]=3)=[O:14])[CH2:8]2)[CH:6]=[CH:5][CH:4]=[CH:3][CH:2]=1.[CH:31](N(CC)C(C)C)(C)C.IC, predict the reaction product. (3) The product is: [C:1]1([C:11]2[CH:35]=[CH:34][C:14]([C:15]([N:17]3[C:18]4[CH:19]=[CH:30][CH:29]=[CH:28][C:68]=4[CH2:67][N:63]4[C:64]([C:66]([N:41]5[CH2:42][CH2:43][N:38]([CH3:37])[CH2:39][CH2:40]5)=[O:44])=[CH:65][CH:62]=[C:60]4[CH2:61]3)=[O:16])=[CH:13][C:12]=2[CH3:36])[C:10]2[C:5](=[CH:6][CH:7]=[CH:8][CH:9]=2)[CH2:4][CH2:3][CH:2]=1. Given the reactants [C:1]1([C:11]2[CH:35]=[CH:34][C:14]([C:15]([N:17]3C4C=CC=CC=4CN4[C:28](C(O)=O)=[CH:29][CH:30]=[C:19]4[CH2:18]3)=[O:16])=[CH:13][C:12]=2[CH3:36])[C:10]2[C:5](=[CH:6][CH:7]=[CH:8][CH:9]=2)[CH2:4][CH2:3][CH:2]=1.[CH3:37][N:38]1[CH2:43][CH2:42][NH:41][CH2:40][CH2:39]1.[OH:44]N1C2C=CC=CC=2N=N1.Cl.C(N=C=N)C.[CH:60]([N:63]([CH2:67][CH3:68])[CH:64]([CH3:66])[CH3:65])([CH3:62])[CH3:61], predict the reaction product. (4) Given the reactants [CH2:1]([NH2:7])[C:2]1[O:6][CH:5]=[CH:4][CH:3]=1.[F:8][C:9]([F:15])([F:14])[S:10](Cl)(=[O:12])=[O:11], predict the reaction product. The product is: [F:8][C:9]([F:15])([F:14])[S:10]([NH:7][CH2:1][C:2]1[O:6][CH:5]=[CH:4][CH:3]=1)(=[O:12])=[O:11]. (5) Given the reactants [F:1][C:2]1[CH:7]=[CH:6][CH:5]=[C:4]([F:8])[C:3]=1[CH2:9][CH2:10][CH2:11][NH:12][C:13]1[C:14]([NH2:21])=[CH:15][C:16]([CH3:20])=[C:17]([CH3:19])[CH:18]=1.[NH:22]1[C:30](=[O:31])[C:28](=O)[C:26](=O)[NH:25][C:23]1=[O:24].B(O)(O)O, predict the reaction product. The product is: [F:1][C:2]1[CH:7]=[CH:6][CH:5]=[C:4]([F:8])[C:3]=1[CH2:9][CH2:10][CH2:11][N:12]1[C:26]2[C:28]([C:30](=[O:31])[NH:22][C:23](=[O:24])[N:25]=2)=[N:21][C:14]2[CH:15]=[C:16]([CH3:20])[C:17]([CH3:19])=[CH:18][C:13]1=2. (6) Given the reactants [C:1]([O:5][C:6]([C:8]1[C:9]([C:28](O)=[O:29])=[N:10][C:11]([C:21]2[CH:26]=[CH:25][C:24]([Cl:27])=[CH:23][CH:22]=2)=[C:12]([C:14]2[CH:19]=[CH:18][C:17]([CH3:20])=[CH:16][CH:15]=2)[N:13]=1)=[O:7])([CH3:4])([CH3:3])[CH3:2].[NH2:31][N:32]1[CH2:37][CH2:36][CH2:35][CH2:34][CH2:33]1.C(N(CC)CC)C.F[P-](F)(F)(F)(F)F.N1(O[P+](N2CCCC2)(N2CCCC2)N2CCCC2)C2C=CC=CC=2N=N1, predict the reaction product. The product is: [Cl:27][C:24]1[CH:23]=[CH:22][C:21]([C:11]2[N:10]=[C:9]([C:28]([NH:31][N:32]3[CH2:37][CH2:36][CH2:35][CH2:34][CH2:33]3)=[O:29])[C:8]([C:6]([O:5][C:1]([CH3:2])([CH3:4])[CH3:3])=[O:7])=[N:13][C:12]=2[C:14]2[CH:19]=[CH:18][C:17]([CH3:20])=[CH:16][CH:15]=2)=[CH:26][CH:25]=1. (7) Given the reactants [C:1]([O-:11])(=[O:10])[CH:2]1NC(=O)N[C:4](=[O:5])[CH2:3]1.C1C(=NC2C=C(Cl)C(O)=C(Cl)C=2)C=CC(=[O:15])C=1.[Cl-].[K+].CCC([CH2:36][O:37][C:38](C(N(CC[NH+](C)C)C)=O)(C1C=CC=CC=1)C1C=CC=CC=1)CC.[Cl-], predict the reaction product. The product is: [O:37]1[CH2:38][C:3]([C:4]([OH:5])=[O:15])=[C:2]([C:1]([OH:11])=[O:10])[CH2:36]1. (8) Given the reactants [NH2:1][C:2]1[N:7]=[C:6]([C:8]([NH:10][CH2:11][C:12]2[CH:17]=[CH:16][CH:15]=[C:14]([CH2:18][O:19][CH3:20])[N:13]=2)=[O:9])[CH:5]=[C:4]([C:21]2[O:22][C:23]([CH3:26])=[CH:24][CH:25]=2)[N:3]=1.[Cl:27]N1C(=O)CCC1=O, predict the reaction product. The product is: [NH2:1][C:2]1[N:7]=[C:6]([C:8]([NH:10][CH2:11][C:12]2[CH:17]=[CH:16][CH:15]=[C:14]([CH2:18][O:19][CH3:20])[N:13]=2)=[O:9])[C:5]([Cl:27])=[C:4]([C:21]2[O:22][C:23]([CH3:26])=[CH:24][CH:25]=2)[N:3]=1. (9) The product is: [Cl:19][C:20]1[CH:27]=[CH:26][C:23]([N:24]([CH3:25])[C:2]2[CH:18]=[CH:17][C:5]([C:6]([C:8]3[CH:9]=[CH:10][C:11]([F:16])=[C:12]([CH:15]=3)[C:13]#[N:14])=[O:7])=[CH:4][CH:3]=2)=[CH:22][CH:21]=1. Given the reactants Br[C:2]1[CH:18]=[CH:17][C:5]([C:6]([C:8]2[CH:9]=[CH:10][C:11]([F:16])=[C:12]([CH:15]=2)[C:13]#[N:14])=[O:7])=[CH:4][CH:3]=1.[Cl:19][C:20]1[CH:27]=[CH:26][C:23]([NH:24][CH3:25])=[CH:22][CH:21]=1, predict the reaction product. (10) Given the reactants [CH3:1][C:2]1[N:7]=[C:6]([C:8]2[S:9][CH:10]=[CH:11][CH:12]=2)[N:5]([CH2:13][CH2:14][C:15]2[CH:20]=[CH:19][CH:18]=[CH:17][CH:16]=2)[C:4](=[O:21])[C:3]=1[CH2:22][C:23]([CH3:25])=[CH2:24], predict the reaction product. The product is: [CH3:1][C:2]1[N:7]=[C:6]([C:8]2[S:9][CH:10]=[CH:11][CH:12]=2)[N:5]([CH2:13][CH2:14][C:15]2[CH:20]=[CH:19][CH:18]=[CH:17][CH:16]=2)[C:4](=[O:21])[C:3]=1[CH2:22][CH:23]([CH3:25])[CH3:24].